Dataset: Full USPTO retrosynthesis dataset with 1.9M reactions from patents (1976-2016). Task: Predict the reactants needed to synthesize the given product. (1) Given the product [Cl:21][C:18]1[CH:17]=[CH:16][C:15]([C:13]2[S:14][C:10]([C:8]([NH:7][C@@H:3]3[CH2:4][CH2:5][CH2:6][N:1]([C:31]4[CH:32]=[C:27]([CH:28]=[CH:29][CH:30]=4)[C:25]([O:24][CH3:23])=[O:26])[CH2:2]3)=[O:9])=[C:11]([CH3:22])[N:12]=2)=[CH:20][CH:19]=1, predict the reactants needed to synthesize it. The reactants are: [NH:1]1[CH2:6][CH2:5][CH2:4][C@@H:3]([NH:7][C:8]([C:10]2[S:14][C:13]([C:15]3[CH:20]=[CH:19][C:18]([Cl:21])=[CH:17][CH:16]=3)=[N:12][C:11]=2[CH3:22])=[O:9])[CH2:2]1.[CH3:23][O:24][C:25]([C:27]1[CH:28]=[C:29](OB(O)O)[CH:30]=[CH:31][CH:32]=1)=[O:26]. (2) Given the product [Cl:1][C:2]1[N:7]=[CH:6][C:5]2[C:8]([CH3:13])([CH3:12])[CH2:9][NH:10][C:4]=2[CH:3]=1, predict the reactants needed to synthesize it. The reactants are: [Cl:1][C:2]1[N:7]=[CH:6][C:5]2[C:8]([CH3:13])([CH3:12])[C:9](=O)[NH:10][C:4]=2[CH:3]=1.C1COCC1. (3) The reactants are: F[C:2]1[CH:3]=[C:4]([CH:8]([N:10]2[CH:14]=[C:13]([NH2:15])[CH:12]=[N:11]2)[CH3:9])[CH:5]=[N:6][CH:7]=1.[CH3:16][O:17]C1C=CC(C=O)=CN=1. Given the product [CH3:16][O:17][C:7]1[N:6]=[CH:5][C:4]([CH:8]([N:10]2[CH:14]=[C:13]([NH2:15])[CH:12]=[N:11]2)[CH3:9])=[CH:3][CH:2]=1, predict the reactants needed to synthesize it. (4) Given the product [CH2:1]([O:3][C:4]1[CH:13]=[C:12]2[C:7]([C:8]([C:25]([O:27][CH3:28])=[O:26])=[C:9]([CH3:24])[C:10]([C:14]3[CH:19]=[CH:18][CH:17]=[C:16]([C:20]([F:22])([F:21])[F:23])[CH:15]=3)=[N:11]2)=[CH:6][C:5]=1[S:34]([CH2:39][CH3:40])(=[O:36])=[O:33])[CH3:2], predict the reactants needed to synthesize it. The reactants are: [CH2:1]([O:3][C:4]1[CH:13]=[C:12]2[C:7]([C:8]([C:25]([O:27][CH3:28])=[O:26])=[C:9]([CH3:24])[C:10]([C:14]3[CH:19]=[CH:18][CH:17]=[C:16]([C:20]([F:23])([F:22])[F:21])[CH:15]=3)=[N:11]2)=[CH:6][C:5]=1SCC)[CH3:2].O[O:33][S:34]([O-:36])=O.[K+].O1CC[CH2:40][CH2:39]1.